Regression/Classification. Given a drug SMILES string, predict its absorption, distribution, metabolism, or excretion properties. Task type varies by dataset: regression for continuous measurements (e.g., permeability, clearance, half-life) or binary classification for categorical outcomes (e.g., BBB penetration, CYP inhibition). Dataset: cyp2c19_veith. From a dataset of CYP2C19 inhibition data for predicting drug metabolism from PubChem BioAssay. (1) The drug is CCC(=O)c1ccc(OCc2ccc(C(=O)OC)cc2)c(OC)c1. The result is 1 (inhibitor). (2) The molecule is N#Cc1cc(-c2ccccc2)cnc1Sc1ccc(Cl)cc1. The result is 1 (inhibitor). (3) The drug is O=C(O)CN(CCN(CC(=O)O)CC(=O)O)CC(=O)O.[Cu]. The result is 0 (non-inhibitor). (4) The result is 0 (non-inhibitor). The molecule is CN(N=O)c1ccc(/C=C\c2ccnc3ccccc23)cc1.